From a dataset of Full USPTO retrosynthesis dataset with 1.9M reactions from patents (1976-2016). Predict the reactants needed to synthesize the given product. (1) Given the product [OH:12][C:8]1[CH:7]=[C:6]2[C:11]([CH:2]=[C:3]([C:14]([O:16][CH2:17][CH3:18])=[O:15])[CH:4]=[N:5]2)=[CH:10][CH:9]=1, predict the reactants needed to synthesize it. The reactants are: O[C:2]1[C:11]2[C:6](=[CH:7][C:8]([O:12]C)=[CH:9][CH:10]=2)[N:5]=[CH:4][C:3]=1[C:14]([O:16][CH2:17][CH3:18])=[O:15].C1C=CC(C2C=CC=CC=2)=CC=1.C1C=CC(OC2C=CC=CC=2)=CC=1.COC1C=C(NC=C(C(OCC)=O)C(OCC)=O)C=CC=1. (2) Given the product [ClH:21].[ClH:21].[ClH:21].[CH3:2][N:3]1[CH2:8][CH2:7][C:6]2[N:18]=[C:2]([N:3]3[CH2:8][CH2:7][CH2:6][CH:5]([CH2:9][NH2:10])[CH2:4]3)[N:1]=[CH:9][C:5]=2[CH2:4]1, predict the reactants needed to synthesize it. The reactants are: [NH2:1][C:2](=[NH:18])[N:3]1[CH2:8][CH2:7][CH2:6][CH:5]([CH2:9][NH:10]C(=O)OC(C)(C)C)[CH2:4]1.CO.[ClH:21]. (3) The reactants are: [N:1]1[C:6]2[S:7][C:8]3[CH2:13][NH:12][CH2:11][CH2:10][C:9]=3[C:5]=2[C:4]([NH:14][C:15]2[CH:16]=[C:17]([OH:21])[CH:18]=[CH:19][CH:20]=2)=[N:3][CH:2]=1.Cl.[CH3:23][N:24]([CH:31]([CH3:33])[CH3:32])[CH2:25]/[CH:26]=[CH:27]/[C:28](O)=[O:29]. Given the product [CH3:23][N:24]([CH:31]([CH3:33])[CH3:32])[CH2:25]/[CH:26]=[CH:27]/[C:28]([N:12]1[CH2:11][CH2:10][C:9]2[C:5]3[C:4]([NH:14][C:15]4[CH:16]=[C:17]([OH:21])[CH:18]=[CH:19][CH:20]=4)=[N:3][CH:2]=[N:1][C:6]=3[S:7][C:8]=2[CH2:13]1)=[O:29], predict the reactants needed to synthesize it. (4) Given the product [C:20]([C@@H:17]([NH:16][C:2]1[C:11]([C:12]([OH:14])=[O:13])=[CH:10][C:9]2[C:4](=[CH:5][CH:6]=[C:7]([Cl:15])[CH:8]=2)[N:3]=1)[CH2:18][OH:19])([OH:22])=[O:21], predict the reactants needed to synthesize it. The reactants are: Cl[C:2]1[C:11]([C:12]([OH:14])=[O:13])=[CH:10][C:9]2[C:4](=[CH:5][CH:6]=[C:7]([Cl:15])[CH:8]=2)[N:3]=1.[NH2:16][C@H:17]([C:20]([OH:22])=[O:21])[CH2:18][OH:19].